From a dataset of Reaction yield outcomes from USPTO patents with 853,638 reactions. Predict the reaction yield, written as a fraction of the theoretical maximum amount of product (1.0 means a 100% yield; for example, 0.34 means a 34% yield). (1) The reactants are [C:1]([B-:3]([C:8]#[N:9])([C:6]#[N:7])[C:4]#[N:5])#[N:2].[K+].[Br-].[CH2:12]([N+:14]1[C:18]2[CH:19]=[CH:20][CH:21]=[CH:22][C:17]=2[S:16][C:15]=1[CH3:23])[CH3:13]. The catalyst is O. The product is [C:1]([B-:3]([C:8]#[N:9])([C:6]#[N:7])[C:4]#[N:5])#[N:2].[CH2:12]([N+:14]1[C:18]2[CH:19]=[CH:20][CH:21]=[CH:22][C:17]=2[S:16][C:15]=1[CH3:23])[CH3:13]. The yield is 0.891. (2) The reactants are [CH3:1][C:2]([C:4]1[CH:5]=[CH:6][C:7]([OH:10])=[CH:8][CH:9]=1)=[O:3].C([O-])([O-])=O.[K+].[K+].Br[CH2:18][CH2:19][CH2:20][CH2:21][CH3:22].O. The catalyst is CN(C=O)C. The product is [CH2:18]([O:10][C:7]1[CH:8]=[CH:9][C:4]([C:2](=[O:3])[CH3:1])=[CH:5][CH:6]=1)[CH2:19][CH2:20][CH2:21][CH3:22]. The yield is 0.860. (3) The reactants are [O-]CC.[Na+].[Na].[C:6]([O:14]CC)(=O)[CH2:7][C:8]([O:10]CC)=O.[Cl:17][C:18]1[CH:26]=[CH:25][CH:24]=[CH:23][C:19]=1[C:20]([NH2:22])=[NH:21]. The catalyst is C(O)C. The product is [Cl:17][C:18]1[CH:26]=[CH:25][CH:24]=[CH:23][C:19]=1[C:20]1[N:22]=[C:6]([OH:14])[CH:7]=[C:8]([OH:10])[N:21]=1. The yield is 0.790. (4) The reactants are Br[C:2]1[O:6][C:5]([C:7]2[CH:8]=[C:9]([CH:12]=[CH:13][CH:14]=2)[C:10]#[N:11])=[CH:4][CH:3]=1.C([Sn](CCCC)(CCCC)[C:20]1[CH:25]=[CH:24][CH:23]=[CH:22][N:21]=1)CCC. The catalyst is C1(C)C=CC=CC=1.C1C=CC([P]([Pd]([P](C2C=CC=CC=2)(C2C=CC=CC=2)C2C=CC=CC=2)([P](C2C=CC=CC=2)(C2C=CC=CC=2)C2C=CC=CC=2)[P](C2C=CC=CC=2)(C2C=CC=CC=2)C2C=CC=CC=2)(C2C=CC=CC=2)C2C=CC=CC=2)=CC=1.[CH2-]C1C=CC=CC=1.C1C=CC(P(C2C=CC=CC=2)C2C=CC=CC=2)=CC=1.C1C=CC(P(C2C=CC=CC=2)C2C=CC=CC=2)=CC=1.[Cl-].[Pd+2]. The product is [N:21]1[CH:22]=[CH:23][CH:24]=[CH:25][C:20]=1[C:2]1[O:6][C:5]([C:7]2[CH:8]=[C:9]([CH:12]=[CH:13][CH:14]=2)[C:10]#[N:11])=[CH:4][CH:3]=1. The yield is 0.380. (5) The reactants are [CH2:1]([O:3][P:4]([C:9]([F:35])([F:34])[CH2:10][CH2:11][O:12][CH2:13][CH2:14][O:15][C:16]1[CH:31]=[CH:30][C:19](/[CH:20]=[C:21](\[C:27](=O)[CH3:28])/[C:22](OCC)=[O:23])=[C:18]([O:32][CH3:33])[CH:17]=1)([O:6][CH2:7][CH3:8])=[O:5])[CH3:2].C(=O)(O)O.[NH2:40][C:41]([NH2:43])=[NH:42]. The catalyst is CO.O.CCOC(C)=O. The product is [NH2:43][C:41]1[N:42]=[C:22]([OH:23])[C:21]([CH2:20][C:19]2[CH:30]=[CH:31][C:16]([O:15][CH2:14][CH2:13][O:12][CH2:11][CH2:10][C:9]([P:4](=[O:5])([O:6][CH2:7][CH3:8])[O:3][CH2:1][CH3:2])([F:35])[F:34])=[CH:17][C:18]=2[O:32][CH3:33])=[C:27]([CH3:28])[N:40]=1. The yield is 0.150. (6) The reactants are [NH2:1][C:2]1[N:3]=[C:4]([CH3:21])[C:5]2[C:11](=S)[NH:10][C@@H:9]([C:13]3[CH:18]=[CH:17][C:16]([F:19])=[CH:15][C:14]=3[Br:20])[CH2:8][C:6]=2[N:7]=1.[Si:22]([O:29][NH2:30])([C:25]([CH3:28])([CH3:27])[CH3:26])([CH3:24])[CH3:23]. The catalyst is C1(C)C=CC=CC=1. The product is [Si:22]([O:29]/[N:30]=[C:11]1\[NH:10][C@@H:9]([C:13]2[CH:18]=[CH:17][C:16]([F:19])=[CH:15][C:14]=2[Br:20])[CH2:8][C:6]2[N:7]=[C:2]([NH2:1])[N:3]=[C:4]([CH3:21])[C:5]\1=2)([C:25]([CH3:28])([CH3:27])[CH3:26])([CH3:24])[CH3:23]. The yield is 0.800. (7) The reactants are [CH2:1]([O:3][C:4](=[O:41])[C:5]([CH2:26][CH2:27][CH2:28][CH2:29][C:30]([CH3:40])([CH3:39])[CH2:31][O:32]C1CCCCO1)([CH2:11][CH2:12][CH2:13][CH2:14][C:15]([CH3:25])([CH3:24])[CH2:16][O:17]C1CCCCO1)[C:6]([O:8][CH2:9][CH3:10])=[O:7])[CH3:2].C(O)C. The catalyst is Cl.O. The product is [CH2:9]([O:8][C:6](=[O:7])[C:5]([CH2:26][CH2:27][CH2:28][CH2:29][C:30]([CH3:39])([CH3:40])[CH2:31][OH:32])([CH2:11][CH2:12][CH2:13][CH2:14][C:15]([CH3:24])([CH3:25])[CH2:16][OH:17])[C:4]([O:3][CH2:1][CH3:2])=[O:41])[CH3:10]. The yield is 0.840. (8) The reactants are [C:1]([O:5][C:6]([NH:8][C:9]1[NH:13][N:12]=[C:11]([C:14]2[CH:15]=[C:16]([C:20]3[CH:25]=[CH:24][C:23]([C:26]([N:28]4[CH2:33][CH2:32][N:31](C(OCC5C=CC=CC=5)=O)[CH2:30][CH2:29]4)=[O:27])=[CH:22][CH:21]=3)[CH:17]=[CH:18][CH:19]=2)[CH:10]=1)=[O:7])([CH3:4])([CH3:3])[CH3:2].[H][H]. The catalyst is CO.[C].[Pd]. The product is [N:28]1([C:26]([C:23]2[CH:24]=[CH:25][C:20]([C:16]3[CH:17]=[CH:18][CH:19]=[C:14]([C:11]4[CH:10]=[C:9]([NH:8][C:6](=[O:7])[O:5][C:1]([CH3:3])([CH3:2])[CH3:4])[NH:13][N:12]=4)[CH:15]=3)=[CH:21][CH:22]=2)=[O:27])[CH2:33][CH2:32][NH:31][CH2:30][CH2:29]1. The yield is 1.00. (9) The reactants are [Cl-].[Al+3].[Cl-].[Cl-].[Br:5][C:6]1[CH:7]=[C:8]2[CH:14]=[CH:13][NH:12][C:9]2=[N:10][CH:11]=1.[C:15](Cl)(=[O:17])[CH3:16]. The catalyst is C(Cl)Cl. The product is [Br:5][C:6]1[CH:7]=[C:8]2[C:14]([C:15](=[O:17])[CH3:16])=[CH:13][NH:12][C:9]2=[N:10][CH:11]=1. The yield is 0.930. (10) The reactants are [CH3:1][O:2][C:3](=[O:20])[NH:4][C:5]1[S:6][C:7]2[C:13]([CH:14]([OH:17])[CH2:15][Br:16])=[CH:12][CH:11]=[C:10]([O:18][CH3:19])[C:8]=2[N:9]=1. The catalyst is C(Cl)(Cl)Cl.O=[Mn]=O. The product is [CH3:1][O:2][C:3](=[O:20])[NH:4][C:5]1[S:6][C:7]2[C:13]([C:14](=[O:17])[CH2:15][Br:16])=[CH:12][CH:11]=[C:10]([O:18][CH3:19])[C:8]=2[N:9]=1. The yield is 0.730.